This data is from Reaction yield outcomes from USPTO patents with 853,638 reactions. The task is: Predict the reaction yield, written as a fraction of the theoretical maximum amount of product (1.0 means a 100% yield; for example, 0.34 means a 34% yield). (1) The reactants are [OH-].[Li+].CO.[S:5]1[CH:9]=[CH:8][C:7]2[C:10]([N:14]3[CH2:19][CH2:18][N:17]([CH2:20][CH2:21][CH2:22][O:23][C:24]4[C:33]5[C:28](=[CH:29][CH:30]=[CH:31][CH:32]=5)[N:27]=[C:26]([C:34]([O:36]CC)=[O:35])[CH:25]=4)[CH2:16][CH2:15]3)=[CH:11][CH:12]=[CH:13][C:6]1=2.[ClH:39]. The catalyst is O. The product is [ClH:39].[S:5]1[CH:9]=[CH:8][C:7]2[C:10]([N:14]3[CH2:19][CH2:18][N:17]([CH2:20][CH2:21][CH2:22][O:23][C:24]4[C:33]5[C:28](=[CH:29][CH:30]=[CH:31][CH:32]=5)[N:27]=[C:26]([C:34]([OH:36])=[O:35])[CH:25]=4)[CH2:16][CH2:15]3)=[CH:11][CH:12]=[CH:13][C:6]1=2. The yield is 0.980. (2) The catalyst is CO.[Pd]. The yield is 0.780. The product is [F:1][C:2]1[CH:3]=[C:4]([C:13]2[CH:18]=[CH:17][CH:16]=[C:15]([CH2:19][N:20]([CH3:30])[C:21](=[O:29])[CH2:22][CH2:23][CH2:24][CH2:25][CH2:26][CH2:27][CH3:28])[CH:14]=2)[CH:5]=[CH:6][C:7]=1[CH2:8][CH2:9][C:10]([OH:12])=[O:11]. The reactants are [F:1][C:2]1[CH:3]=[C:4]([C:13]2[CH:18]=[CH:17][CH:16]=[C:15]([CH2:19][N:20]([CH3:30])[C:21](=[O:29])[CH2:22][CH2:23][CH2:24][CH2:25][CH2:26][CH2:27][CH3:28])[CH:14]=2)[CH:5]=[CH:6][C:7]=1[CH:8]=[CH:9][C:10]([OH:12])=[O:11]. (3) The reactants are [Cl:1][C:2]1[CH:11]=[CH:10][C:9]2[S:12][C:13](=[O:14])[N:7]3[C:8]=2[C:3]=1[C:4](=[CH:15][O:16]C)[CH2:5][CH2:6]3.Cl[Si](C)(C)C.[I-].[Na+]. The catalyst is C(#N)C. The product is [Cl:1][C:2]1[CH:11]=[CH:10][C:9]2[S:12][C:13](=[O:14])[N:7]3[C:8]=2[C:3]=1[CH:4]([CH:15]=[O:16])[CH2:5][CH2:6]3. The yield is 0.650.